From a dataset of Merck oncology drug combination screen with 23,052 pairs across 39 cell lines. Regression. Given two drug SMILES strings and cell line genomic features, predict the synergy score measuring deviation from expected non-interaction effect. Drug 1: CCC1(O)CC2CN(CCc3c([nH]c4ccccc34)C(C(=O)OC)(c3cc4c(cc3OC)N(C)C3C(O)(C(=O)OC)C(OC(C)=O)C5(CC)C=CCN6CCC43C65)C2)C1. Drug 2: CC(C)CC(NC(=O)C(Cc1ccccc1)NC(=O)c1cnccn1)B(O)O. Cell line: VCAP. Synergy scores: synergy=-14.1.